From a dataset of Full USPTO retrosynthesis dataset with 1.9M reactions from patents (1976-2016). Predict the reactants needed to synthesize the given product. (1) The reactants are: [Br:1][C:2]1[C:7]([O:8][CH2:9][C@@H:10]([NH:15]C(=O)OC(C)(C)C)[CH2:11][CH:12]([CH3:14])[CH3:13])=[CH:6][C:5]2[O:23][CH:24]([C:31]([F:34])([F:33])[F:32])[C:25]3[C:30]([C:4]=2[CH:3]=1)=[CH:29][CH:28]=[N:27][CH:26]=3.C(O)(C(F)(F)F)=O. Given the product [Br:1][C:2]1[C:7]([O:8][CH2:9][C@@H:10]([NH2:15])[CH2:11][CH:12]([CH3:14])[CH3:13])=[CH:6][C:5]2[O:23][CH:24]([C:31]([F:33])([F:34])[F:32])[C:25]3[C:30]([C:4]=2[CH:3]=1)=[CH:29][CH:28]=[N:27][CH:26]=3, predict the reactants needed to synthesize it. (2) Given the product [Br:1][C:2]1[CH:3]=[C:4]([NH:10][CH:11]([CH3:12])[CH3:13])[C:5]([CH2:8][CH3:9])=[N:6][CH:7]=1, predict the reactants needed to synthesize it. The reactants are: [Br:1][C:2]1[CH:3]=[C:4]([N:10]=[C:11]([CH3:13])[CH3:12])[C:5]([CH2:8][CH3:9])=[N:6][CH:7]=1.CC(O)=O.C(O[BH-](OC(=O)C)OC(=O)C)(=O)C.[Na+].